From a dataset of Catalyst prediction with 721,799 reactions and 888 catalyst types from USPTO. Predict which catalyst facilitates the given reaction. (1) The catalyst class is: 5. Product: [CH3:1][S:2]([C:5]1[CH:10]=[CH:9][C:8]([C:11]2[N:12]=[CH:13][C:14]([O:17][C@H:18]([CH:20]3[CH2:25][CH2:24][N:23]([C:26]([O:28][CH:29]([CH3:31])[CH3:30])=[O:27])[CH2:22][CH2:21]3)[CH3:19])=[N:15][CH:16]=2)=[CH:7][CH:6]=1)(=[O:4])=[O:3]. Reactant: [CH3:1][S:2]([C:5]1[CH:10]=[CH:9][C:8]([C:11]2[N:12]=[CH:13][C:14]([O:17][CH:18]([CH:20]3[CH2:25][CH2:24][N:23]([C:26]([O:28][CH:29]([CH3:31])[CH3:30])=[O:27])[CH2:22][CH2:21]3)[CH3:19])=[N:15][CH:16]=2)=[CH:7][CH:6]=1)(=[O:4])=[O:3].C(=O)=O. (2) The catalyst class is: 12. Reactant: [NH2:1][C:2]1[CH:7]=[CH:6][C:5]([NH:8][C:9]([C@H:11]2[CH2:16][CH2:15][CH2:14][C@@H:13]([NH:17][C:18]3[N:23]=[C:22]([C:24]4[C:32]5[C:27](=[CH:28][CH:29]=[CH:30][CH:31]=5)[N:26](S(C5C=CC=CC=5)(=O)=O)[CH:25]=4)[C:21]([Cl:42])=[CH:20][N:19]=3)[CH2:12]2)=[O:10])=[CH:4][CH:3]=1.C(O)(C(F)(F)F)=O.[OH-].[Na+].O. Product: [NH2:1][C:2]1[CH:7]=[CH:6][C:5]([NH:8][C:9]([C@H:11]2[CH2:16][CH2:15][CH2:14][C@@H:13]([NH:17][C:18]3[N:23]=[C:22]([C:24]4[C:32]5[C:27](=[CH:28][CH:29]=[CH:30][CH:31]=5)[NH:26][CH:25]=4)[C:21]([Cl:42])=[CH:20][N:19]=3)[CH2:12]2)=[O:10])=[CH:4][CH:3]=1. (3) The catalyst class is: 5. Reactant: [Si:1]([O:8][CH2:9][C:10]1[N:15]=[CH:14][C:13]2[N:16]=[CH:17][N:18]([C:19]3[S:23][C:22]([C:24]([O:26]C)=O)=[C:21]([O:28][CH:29]([C:31]4[CH:36]=[CH:35][C:34]([C:37]#[N:38])=[CH:33][C:32]=4[Cl:39])[CH3:30])[CH:20]=3)[C:12]=2[CH:11]=1)([C:4]([CH3:7])([CH3:6])[CH3:5])([CH3:3])[CH3:2].[NH3:40]. Product: [Si:1]([O:8][CH2:9][C:10]1[N:15]=[CH:14][C:13]2[N:16]=[CH:17][N:18]([C:19]3[S:23][C:22]([C:24]([NH2:40])=[O:26])=[C:21]([O:28][CH:29]([C:31]4[CH:36]=[CH:35][C:34]([C:37]#[N:38])=[CH:33][C:32]=4[Cl:39])[CH3:30])[CH:20]=3)[C:12]=2[CH:11]=1)([C:4]([CH3:7])([CH3:6])[CH3:5])([CH3:3])[CH3:2]. (4) Reactant: [Cl:1][C:2]1[CH:27]=[CH:26][C:5]([C:6]([NH:8][CH:9]([C:20]2[CH:25]=[CH:24][CH:23]=[CH:22][CH:21]=2)[CH2:10][CH2:11][NH:12]C(=O)OC(C)(C)C)=[O:7])=[CH:4][C:3]=1[NH:28][C:29]([C:31]1[C:32](=[O:43])[NH:33][C:34]2[C:39]([CH:40]=1)=[CH:38][CH:37]=[C:36]([O:41][CH3:42])[N:35]=2)=[O:30].FC(F)(F)C(O)=O. Product: [NH2:12][CH2:11][CH2:10][CH:9]([NH:8][C:6]([C:5]1[CH:26]=[CH:27][C:2]([Cl:1])=[C:3]([NH:28][C:29]([C:31]2[C:32](=[O:43])[NH:33][C:34]3[C:39]([CH:40]=2)=[CH:38][CH:37]=[C:36]([O:41][CH3:42])[N:35]=3)=[O:30])[CH:4]=1)=[O:7])[C:20]1[CH:21]=[CH:22][CH:23]=[CH:24][CH:25]=1. The catalyst class is: 4. (5) Reactant: [NH2:1][C:2]1[CH:3]=[C:4]2[C:9](=[CH:10][CH:11]=1)[N:8]=[C:7]([C:12]1[CH:17]=[CH:16][C:15]3[O:18][CH2:19][O:20][C:14]=3[CH:13]=1)[N:6]=[CH:5]2.[C:21](=[NH:35])(SCC1C=CC2C(=CC=CC=2)C=1)[CH3:22]. Product: [O:18]1[C:15]2[CH:16]=[CH:17][C:12]([C:7]3[N:6]=[CH:5][C:4]4[C:9](=[CH:10][CH:11]=[C:2]([NH:1][C:21](=[NH:35])[CH3:22])[CH:3]=4)[N:8]=3)=[CH:13][C:14]=2[O:20][CH2:19]1. The catalyst class is: 8. (6) Reactant: [S:1]1[CH2:6][CH2:5][C:4](=O)[CH2:3][CH2:2]1.[Br:8][C:9]1[CH:10]=[C:11]([CH:14]=[CH:15][C:16]=1[F:17])[CH2:12][NH2:13].[OH-].[Na+]. Product: [Br:8][C:9]1[CH:10]=[C:11]([CH:14]=[CH:15][C:16]=1[F:17])[CH2:12][NH:13][CH:4]1[CH2:5][CH2:6][S:1][CH2:2][CH2:3]1. The catalyst class is: 22.